This data is from Full USPTO retrosynthesis dataset with 1.9M reactions from patents (1976-2016). The task is: Predict the reactants needed to synthesize the given product. (1) Given the product [I-:3].[CH2:4]([O:7][C:8]([C:14]([O:16][CH2:17][CH3:18])=[O:15])([C:19]([O:21][CH2:22][CH3:23])=[O:20])[CH2:9][N+:10]([CH3:13])([CH3:11])[CH3:12])[CH:5]=[CH2:6].[CH2:17]([O:16][C:14](=[O:15])[C:8]([O:7][CH2:4][CH:5]=[CH2:6])=[CH2:9])[CH3:18], predict the reactants needed to synthesize it. The reactants are: [OH-].[Na+].[I-:3].[CH2:4]([O:7][C:8]([C:19]([O:21][CH2:22][CH3:23])=[O:20])([C:14]([O:16][CH2:17][CH3:18])=[O:15])[CH2:9][N+:10]([CH3:13])([CH3:12])[CH3:11])[CH:5]=[CH2:6]. (2) Given the product [C:1]([NH:4][C:5]1[N:14]=[C:13]([C:26]2[N:25]=[CH:24][NH:23][N:22]=2)[C:12]2[C:7](=[N:8][CH:9]=[C:10]([C:15]3[CH:20]=[CH:19][C:18]([F:21])=[CH:17][CH:16]=3)[N:11]=2)[N:6]=1)(=[O:3])[CH3:2], predict the reactants needed to synthesize it. The reactants are: [C:1]([NH:4][C:5]1[N:14]=[CH:13][C:12]2[C:7](=[N:8][CH:9]=[C:10]([C:15]3[CH:20]=[CH:19][C:18]([F:21])=[CH:17][CH:16]=3)[N:11]=2)[N:6]=1)(=[O:3])[CH3:2].[NH:22]1[CH:26]=[N:25][CH:24]=[N:23]1.C(N(C(C)C)CC)(C)C.P(Cl)(Cl)(Cl)=O. (3) Given the product [CH3:24][C:18]1[C:19]([CH3:23])=[CH:20][CH:21]=[CH:22][C:17]=1[C:16]([NH:15][C:6]1([C:4]([OH:5])=[O:3])[CH2:14][C:13]2[C:8](=[CH:9][CH:10]=[CH:11][CH:12]=2)[CH2:7]1)=[O:25], predict the reactants needed to synthesize it. The reactants are: C([O:3][C:4]([C:6]1([NH:15][C:16](=[O:25])[C:17]2[CH:22]=[CH:21][CH:20]=[C:19]([CH3:23])[C:18]=2[CH3:24])[CH2:14][C:13]2[C:8](=[CH:9][CH:10]=[CH:11][CH:12]=2)[CH2:7]1)=[O:5])C.[OH-].[K+].CCO. (4) Given the product [OH:8][C:9]1[C:10]([C:33]2[CH:38]=[CH:37][CH:36]=[CH:35][CH:34]=2)=[N:11][C:12]2[C:17]([C:18]=1[C:19]([NH:21][N:22]([C:27]1[CH:28]=[CH:29][CH:30]=[CH:31][CH:32]=1)[C:23]([O:25][CH3:26])=[O:24])=[O:20])=[CH:16][CH:15]=[CH:14][CH:13]=2, predict the reactants needed to synthesize it. The reactants are: C([O:8][C:9]1[C:10]([C:33]2[CH:38]=[CH:37][CH:36]=[CH:35][CH:34]=2)=[N:11][C:12]2[C:17]([C:18]=1[C:19]([NH:21][N:22]([C:27]1[CH:32]=[CH:31][CH:30]=[CH:29][CH:28]=1)[C:23]([O:25][CH3:26])=[O:24])=[O:20])=[CH:16][CH:15]=[CH:14][CH:13]=2)C1C=CC=CC=1. (5) Given the product [C:1]([O:5][C:6]([C:8]1[O:9][C:10]2[CH:17]=[CH:16][CH:15]=[C:14]([C:34]3[CH:35]=[CH:36][O:32][CH:33]=3)[C:11]=2[C:12]=1[CH3:13])=[O:7])([CH3:4])([CH3:3])[CH3:2], predict the reactants needed to synthesize it. The reactants are: [C:1]([O:5][C:6]([C:8]1[O:9][C:10]2[CH:17]=[CH:16][CH:15]=[C:14](OS(C(F)(F)F)(=O)=O)[C:11]=2[C:12]=1[CH3:13])=[O:7])([CH3:4])([CH3:3])[CH3:2].C([O-])([O-])=O.[K+].[K+].[O:32]1[CH:36]=[CH:35][C:34](B(O)O)=[CH:33]1.COCCOC. (6) Given the product [OH:35][CH2:36][C:37]([C:39]1[N:40]=[CH:41][N:42]2[CH:46]=[C:45]([C:47]3[CH2:48][C@@H:49]4[C@@H:66]([C@H:67]([OH:69])[CH3:68])[C:65](=[O:70])[N:50]4[C:51]=3[C:52]([O:54][CH2:55][C:56]3[CH:61]=[CH:60][C:59]([N+:62]([O-:64])=[O:63])=[CH:58][CH:57]=3)=[O:53])[S:44][C:43]=12)=[O:38], predict the reactants needed to synthesize it. The reactants are: C(O)(=O)C.[F-].C([N+](CCCC)(CCCC)CCCC)CCC.C1COCC1.[Si]([O:35][CH2:36][C:37]([C:39]1[N:40]=[CH:41][N:42]2[CH:46]=[C:45]([C:47]3[CH2:48][C@@H:49]4[C@@H:66]([C@H:67]([OH:69])[CH3:68])[C:65](=[O:70])[N:50]4[C:51]=3[C:52]([O:54][CH2:55][C:56]3[CH:61]=[CH:60][C:59]([N+:62]([O-:64])=[O:63])=[CH:58][CH:57]=3)=[O:53])[S:44][C:43]=12)=[O:38])(C(C)(C)C)(C)C.C(=O)([O-])O.[Na+].